This data is from Reaction yield outcomes from USPTO patents with 853,638 reactions. The task is: Predict the reaction yield, written as a fraction of the theoretical maximum amount of product (1.0 means a 100% yield; for example, 0.34 means a 34% yield). (1) The reactants are [CH:1]([O:8][CH2:9][CH3:10])(OCC)OCC.C(O[C@@H:15]1[C@H:21]2[C@H:22]3[C@H:31]([CH2:32][CH2:33][C@:18]2([CH2:19][CH3:20])[C:17](=[O:35])[CH2:16]1)[C@@H:30]1[C:25](=[CH:26]C(=O)[CH2:28][CH2:29]1)[CH2:24][CH2:23]3)(=O)C.C(N(CC)CC)C.O. The catalyst is CCO.C1(C)C=CC(S(O)(=O)=O)=CC=1. The product is [CH2:9]([O:8][C:1]1[CH2:28][CH2:29][C@H:30]2[C:25](=[CH:24][CH2:23][C@@H:22]3[C@@H:31]2[CH2:32][CH2:33][C@@:18]2([CH2:19][CH3:20])[C@H:21]3[CH:15]=[CH:16][C:17]2=[O:35])[CH:26]=1)[CH3:10]. The yield is 0.880. (2) The reactants are [CH3:1][O:2][C:3](=[O:12])[C:4]1[CH:9]=[C:8]([NH2:10])[CH:7]=[CH:6][C:5]=1[OH:11].Cl.Cl[CH2:15][CH2:16][N:17]1[CH2:21][CH2:20][CH2:19][CH2:18]1.C(=O)([O-])[O-].[Cs+].[Cs+].O. The catalyst is CN(C=O)C. The product is [CH3:1][O:2][C:3](=[O:12])[C:4]1[CH:9]=[C:8]([NH2:10])[CH:7]=[CH:6][C:5]=1[O:11][CH2:15][CH2:16][N:17]1[CH2:21][CH2:20][CH2:19][CH2:18]1. The yield is 0.130. (3) The reactants are [CH3:1][C:2]1[O:6][N:5]=[C:4]([C:7]2[CH:12]=[CH:11][CH:10]=[CH:9][CH:8]=2)[C:3]=1[CH2:13][O:14][C:15]1[CH:23]=[CH:22][C:18]([C:19]([OH:21])=O)=[CH:17][N:16]=1.[CH2:24]([N:26]1[CH2:31][CH2:30][CH:29]([NH2:32])[CH2:28][CH2:27]1)[CH3:25]. No catalyst specified. The product is [CH2:24]([N:26]1[CH2:31][CH2:30][CH:29]([NH:32][C:19](=[O:21])[C:18]2[CH:22]=[CH:23][C:15]([O:14][CH2:13][C:3]3[C:4]([C:7]4[CH:8]=[CH:9][CH:10]=[CH:11][CH:12]=4)=[N:5][O:6][C:2]=3[CH3:1])=[N:16][CH:17]=2)[CH2:28][CH2:27]1)[CH3:25]. The yield is 0.730. (4) The reactants are C(OC([N:8]1[CH2:13][CH2:12][CH:11]([O:14][C:15]2[CH:39]=[C:38]([S:40][CH3:41])[CH:37]=[CH:36][C:16]=2[C:17]([NH:19][C:20]2[C:21]([C:26]([NH:28][C:29]3[CH:34]=[CH:33][C:32]([Cl:35])=[CH:31][N:30]=3)=[O:27])=[N:22][CH:23]=[CH:24][CH:25]=2)=[O:18])[CH2:10][CH2:9]1)=O)(C)(C)C. The catalyst is C(O)(C(F)(F)F)=O. The product is [Cl:35][C:32]1[CH:33]=[CH:34][C:29]([NH:28][C:26]([C:21]2[C:20]([NH:19][C:17](=[O:18])[C:16]3[CH:36]=[CH:37][C:38]([S:40][CH3:41])=[CH:39][C:15]=3[O:14][CH:11]3[CH2:12][CH2:13][NH:8][CH2:9][CH2:10]3)=[CH:25][CH:24]=[CH:23][N:22]=2)=[O:27])=[N:30][CH:31]=1. The yield is 0.900. (5) The reactants are [C:1]([O:5][C:6]([NH:8][CH:9]([CH3:13])[C:10]([OH:12])=O)=[O:7])([CH3:4])([CH3:3])[CH3:2].C1C=CC2N(O)N=NC=2C=1.CN1C(=O)CCC1.CCN=C=NCCCN(C)C.[NH:42]1[CH2:47][CH2:46][S:45][CH2:44][CH2:43]1. The catalyst is C(Cl)Cl. The product is [C:1]([O:5][C:6](=[O:7])[NH:8][CH:9]([CH3:13])[C:10](=[O:12])[N:42]1[CH2:47][CH2:46][S:45][CH2:44][CH2:43]1)([CH3:2])([CH3:3])[CH3:4]. The yield is 0.980. (6) The reactants are [Br:1][CH2:2][C:3](Br)=[O:4].[C:6]([O:10][C:11](=[O:26])[NH:12][C:13]([CH3:25])([CH3:24])[CH2:14][NH:15][C:16]1[C:21]([F:22])=[CH:20][CH:19]=[CH:18][C:17]=1[F:23])([CH3:9])([CH3:8])[CH3:7].O. The catalyst is CN(C)C(=O)C. The product is [C:6]([O:10][C:11](=[O:26])[NH:12][C:13]([CH3:25])([CH3:24])[CH2:14][N:15]([C:3](=[O:4])[CH2:2][Br:1])[C:16]1[C:21]([F:22])=[CH:20][CH:19]=[CH:18][C:17]=1[F:23])([CH3:9])([CH3:7])[CH3:8]. The yield is 1.00.